From a dataset of Catalyst prediction with 721,799 reactions and 888 catalyst types from USPTO. Predict which catalyst facilitates the given reaction. (1) Reactant: [NH2:1][CH2:2][CH2:3][O:4][CH2:5][CH2:6][OH:7].C([NH:11][C:12]1[CH:21]=[CH:20][C:15]([S:16](Cl)(=[O:18])=[O:17])=[CH:14][CH:13]=1)(=O)C.Cl.C([O-])(O)=O.[Na+]. Product: [NH2:11][C:12]1[CH:21]=[CH:20][C:15]([S:16]([NH:1][CH2:2][CH2:3][O:4][CH2:5][CH2:6][OH:7])(=[O:18])=[O:17])=[CH:14][CH:13]=1. The catalyst class is: 24. (2) Reactant: [CH3:1][C:2]1[CH:7]=[CH:6][C:5]([C:8]2[CH:13]=[CH:12][C:11]([C:14]([F:17])([F:16])[F:15])=[CH:10][CH:9]=2)=[C:4]([C:18]([NH:20][C:21]2[CH:43]=[CH:42][C:24]([O:25][CH2:26][CH2:27][C:28]3[N:33]=[C:32]([NH:34]C(=O)OC(C)(C)C)[CH:31]=[CH:30][CH:29]=3)=[CH:23][CH:22]=2)=[O:19])[CH:3]=1.FC(F)(F)C(O)=O. Product: [NH2:34][C:32]1[N:33]=[C:28]([CH2:27][CH2:26][O:25][C:24]2[CH:23]=[CH:22][C:21]([NH:20][C:18]([C:4]3[C:5]([C:8]4[CH:9]=[CH:10][C:11]([C:14]([F:17])([F:15])[F:16])=[CH:12][CH:13]=4)=[CH:6][CH:7]=[C:2]([CH3:1])[CH:3]=3)=[O:19])=[CH:43][CH:42]=2)[CH:29]=[CH:30][CH:31]=1. The catalyst class is: 4. (3) Reactant: [CH3:1][O:2][C:3](=[O:18])[CH2:4][C:5]1[C:13]2[C:8](=[CH:9][CH:10]=[CH:11][CH:12]=2)[N:7]([C:14]([O:16][CH3:17])=[O:15])[CH:6]=1.CN(C)P(=O)(N(C)C)N(C)C.C([N-]C(C)C)(C)C.[Li+].[CH2:38]1[CH2:43][CH2:42][CH2:41][CH2:40][CH2:39]1.C1(CI)CCCC1. Product: [CH3:1][O:2][C:3](=[O:18])[CH:4]([CH2:38][CH:43]1[CH2:39][CH2:40][CH2:41][CH2:42]1)[C:5]1[C:13]2[C:8](=[CH:9][CH:10]=[CH:11][CH:12]=2)[N:7]([C:14]([O:16][CH3:17])=[O:15])[CH:6]=1. The catalyst class is: 7. (4) Reactant: [CH3:1][C:2]([CH3:21])([CH3:20])[C:3]([C:5]1[C:13]2[C:8](=[CH:9][C:10]([O:14][CH3:15])=[CH:11][CH:12]=2)[N:7]([CH2:16][C:17]([OH:19])=O)[N:6]=1)=[O:4].C1C=CC2N(O)N=NC=2C=1.[CH2:32]1[C@H:41]2[C@@H:36]([CH2:37][CH2:38][CH2:39][CH2:40]2)[CH2:35][CH2:34][NH:33]1.CCN(C(C)C)C(C)C. Product: [CH3:15][O:14][C:10]1[CH:9]=[C:8]2[C:13]([C:5]([C:3](=[O:4])[C:2]([CH3:21])([CH3:1])[CH3:20])=[N:6][N:7]2[CH2:16][C:17]([N:33]2[CH2:34][CH2:35][C@H:36]3[C@@H:41]([CH2:40][CH2:39][CH2:38][CH2:37]3)[CH2:32]2)=[O:19])=[CH:12][CH:11]=1. The catalyst class is: 607. (5) Reactant: Cl.[F:2][C@H:3]1[C@@H:8]([O:9][C:10]2[CH:17]=[CH:16][C:15]([C:18]3[N:23]=[C:22]([NH:24][C:25]4[CH:30]=[CH:29][C:28]([S:31]([CH3:34])(=[O:33])=[O:32])=[C:27]([O:35][CH3:36])[CH:26]=4)[N:21]=[CH:20][N:19]=3)=[CH:14][C:11]=2[C:12]#[N:13])[CH2:7][CH2:6][NH:5][CH2:4]1.[C:37](O)(=[O:41])[C@H:38]([CH3:40])[OH:39].C(N(CC)C(C)C)(C)C.CN(C(ON1N=NC2C=CC=NC1=2)=[N+](C)C)C.F[P-](F)(F)(F)(F)F. Product: [F:2][C@H:3]1[C@@H:8]([O:9][C:10]2[CH:17]=[CH:16][C:15]([C:18]3[N:23]=[C:22]([NH:24][C:25]4[CH:30]=[CH:29][C:28]([S:31]([CH3:34])(=[O:33])=[O:32])=[C:27]([O:35][CH3:36])[CH:26]=4)[N:21]=[CH:20][N:19]=3)=[CH:14][C:11]=2[C:12]#[N:13])[CH2:7][CH2:6][N:5]([C:37](=[O:41])[C@@H:38]([OH:39])[CH3:40])[CH2:4]1. The catalyst class is: 9. (6) Reactant: [Cl:1][C:2]1[CH:3]=[C:4]([C:12]2[N:16]=[C:15]([C:17]3[CH:26]=[CH:25][CH:24]=[C:23]4[C:18]=3[CH2:19][CH2:20][NH:21][CH2:22]4)[O:14][N:13]=2)[CH:5]=[CH:6][C:7]=1[O:8][CH:9]([CH3:11])[CH3:10].C([O-])([O-])=O.[K+].[K+].Br[CH2:34][CH2:35][C:36]([O:38][C:39]([CH3:42])([CH3:41])[CH3:40])=[O:37]. Product: [Cl:1][C:2]1[CH:3]=[C:4]([C:12]2[N:16]=[C:15]([C:17]3[CH:26]=[CH:25][CH:24]=[C:23]4[C:18]=3[CH2:19][CH2:20][N:21]([CH2:34][CH2:35][C:36]([O:38][C:39]([CH3:42])([CH3:41])[CH3:40])=[O:37])[CH2:22]4)[O:14][N:13]=2)[CH:5]=[CH:6][C:7]=1[O:8][CH:9]([CH3:11])[CH3:10]. The catalyst class is: 3.